Dataset: Catalyst prediction with 721,799 reactions and 888 catalyst types from USPTO. Task: Predict which catalyst facilitates the given reaction. (1) Reactant: [Br:1][C:2]1[CH:3]=[C:4]([CH:8]=[C:9]([C:11]([O:13]C)=[O:12])[CH:10]=1)[C:5](O)=[O:6].O=S1(=O)CC(N)C2C=CC=CC=2O1.[BH4-].[Li+].Cl. Product: [Br:1][C:2]1[CH:10]=[C:9]([CH:8]=[C:4]([CH2:5][OH:6])[CH:3]=1)[C:11]([OH:13])=[O:12]. The catalyst class is: 214. (2) Reactant: [CH3:1][N:2]([C@@H:9]([C:11]1[O:12][C:13]2[CH:20]=[CH:19][CH:18]=[CH:17][C:14]=2[C:15]=1[CH3:16])[CH3:10])[S@@](C(C)(C)C)=O.C(O)(C(F)(F)F)=O. Product: [CH3:1][NH:2][C@@H:9]([C:11]1[O:12][C:13]2[CH:20]=[CH:19][CH:18]=[CH:17][C:14]=2[C:15]=1[CH3:16])[CH3:10]. The catalyst class is: 14. (3) The catalyst class is: 5. Reactant: C[N:2](C)[CH:3]=[CH:4][C:5]([C:7]1[C:12](=[O:13])[CH:11]=[CH:10][N:9]([C:14]2[CH:19]=[CH:18][CH:17]=[C:16]([C:20]([F:23])([F:22])[F:21])[CH:15]=2)[N:8]=1)=O.Cl.[CH:26]1([CH2:29][NH:30]N)[CH2:28][CH2:27]1.CCN(CC)CC.Cl. Product: [CH:26]1([CH2:29][N:30]2[C:5]([C:7]3[C:12](=[O:13])[CH:11]=[CH:10][N:9]([C:14]4[CH:19]=[CH:18][CH:17]=[C:16]([C:20]([F:23])([F:22])[F:21])[CH:15]=4)[N:8]=3)=[CH:4][CH:3]=[N:2]2)[CH2:28][CH2:27]1. (4) Reactant: [Cl:1][C:2]1[CH:10]=[CH:9][C:8]([Cl:11])=[CH:7][C:3]=1[C:4]([OH:6])=O.[C:12]12([CH2:22][NH2:23])[CH2:21][CH:16]3[CH2:17][CH:18]([CH2:20][CH:14]([CH2:15]3)[CH2:13]1)[CH2:19]2.Cl.CN(C)CCCN=C=NCC. Product: [Cl:1][C:2]1[CH:10]=[CH:9][C:8]([Cl:11])=[CH:7][C:3]=1[C:4]([NH:23][CH2:22][C:12]12[CH2:21][CH:16]3[CH2:15][CH:14]([CH2:20][CH:18]([CH2:17]3)[CH2:19]1)[CH2:13]2)=[O:6]. The catalyst class is: 119. (5) Reactant: [C:1]([O:5][C:6](=[O:24])[NH:7][CH2:8][CH2:9][CH2:10][CH2:11][CH2:12][C:13](=[O:23])[CH:14]=[CH:15][C:16]1[CH:17]=[N:18][C:19]([CH3:22])=[N:20][CH:21]=1)([CH3:4])([CH3:3])[CH3:2].[BH4-].[Na+]. The catalyst class is: 36. Product: [C:1]([O:5][C:6](=[O:24])[NH:7][CH2:8][CH2:9][CH2:10][CH2:11][CH2:12][CH:13]([OH:23])[CH:14]=[CH:15][C:16]1[CH:17]=[N:18][C:19]([CH3:22])=[N:20][CH:21]=1)([CH3:4])([CH3:2])[CH3:3].